From a dataset of Forward reaction prediction with 1.9M reactions from USPTO patents (1976-2016). Predict the product of the given reaction. Given the reactants [ClH:1].C(=[N:4][N:5]([C:14]1[CH:19]=[CH:18][C:17]([O:20][CH3:21])=[CH:16][CH:15]=1)[C:6](=[O:13])[C:7]1[CH:12]=[CH:11][CH:10]=[CH:9][CH:8]=1)C, predict the reaction product. The product is: [ClH:1].[CH3:21][O:20][C:17]1[CH:16]=[CH:15][C:14]([N:5]([C:6](=[O:13])[C:7]2[CH:8]=[CH:9][CH:10]=[CH:11][CH:12]=2)[NH2:4])=[CH:19][CH:18]=1.